The task is: Predict the reaction yield, written as a fraction of the theoretical maximum amount of product (1.0 means a 100% yield; for example, 0.34 means a 34% yield).. This data is from Reaction yield outcomes from USPTO patents with 853,638 reactions. The yield is 0.998. The product is [CH3:20][C:17]1([CH3:21])[CH2:18][CH2:19][CH:14]([N:13]([C@H:11]2[CH2:10][C@@H:9]([C:25]([N:27]3[CH2:28][CH2:29][N:30]([CH3:33])[CH2:31][CH2:32]3)=[O:26])[NH:8][CH2:12]2)[C:22](=[O:24])[CH3:23])[CH2:15][CH2:16]1. The reactants are C([N:8]1[CH2:12][C@@H:11]([N:13]([C:22](=[O:24])[CH3:23])[CH:14]2[CH2:19][CH2:18][C:17]([CH3:21])([CH3:20])[CH2:16][CH2:15]2)[CH2:10][C@H:9]1[C:25]([N:27]1[CH2:32][CH2:31][N:30]([CH3:33])[CH2:29][CH2:28]1)=[O:26])(OC(C)(C)C)=O.Cl. The catalyst is C(Cl)Cl.